This data is from Full USPTO retrosynthesis dataset with 1.9M reactions from patents (1976-2016). The task is: Predict the reactants needed to synthesize the given product. (1) Given the product [OH:19][C:15]1[CH:14]=[C:13]([C:8]2[CH:7]=[CH:6][C:5]3[C:10](=[CH:11][CH:12]=[C:3]([OH:2])[CH:4]=3)[N:9]=2)[CH:18]=[CH:17][CH:16]=1, predict the reactants needed to synthesize it. The reactants are: C[O:2][C:3]1[CH:4]=[C:5]2[C:10](=[CH:11][CH:12]=1)[N:9]=[C:8]([C:13]1[CH:18]=[CH:17][CH:16]=[C:15]([O:19]C)[CH:14]=1)[CH:7]=[CH:6]2.B(Br)(Br)Br. (2) The reactants are: [CH2:1]([O:3][C:4]([C:6]1[S:15][C:9]2=[CH:10][N+:11]([O-])=[CH:12][CH:13]=[C:8]2[CH:7]=1)=[O:5])[CH3:2].O=P(Cl)(Cl)[Cl:18].O.C([O-])(O)=O.[Na+]. Given the product [Cl:18][C:10]1[N:11]=[CH:12][CH:13]=[C:8]2[CH:7]=[C:6]([C:4]([O:3][CH2:1][CH3:2])=[O:5])[S:15][C:9]=12, predict the reactants needed to synthesize it. (3) Given the product [C:5]([O-:7])(=[O:6])[CH3:4].[Cl:12][C:13]1[CH:21]=[CH:20][C:16]([C:17]2[O:1][C:2]3[C:3](=[C:4]([C:5]([OH:7])=[O:6])[CH:8]=[CH:9][CH:10]=3)[N:11]=2)=[CH:15][CH:14]=1, predict the reactants needed to synthesize it. The reactants are: [OH:1][C:2]1[CH:10]=[CH:9][CH:8]=[C:4]([C:5]([OH:7])=[O:6])[C:3]=1[NH2:11].[Cl:12][C:13]1[CH:21]=[CH:20][C:16]([C:17](Cl)=O)=[CH:15][CH:14]=1.N1C=CC=CC=1.Cl.CC1C=CC(S(O)(=O)=O)=CC=1.